Dataset: Forward reaction prediction with 1.9M reactions from USPTO patents (1976-2016). Task: Predict the product of the given reaction. (1) Given the reactants [Cl:1][C:2]1[C:10]2[N:9]=[C:8]([NH:11][C:12]3[C:13]([CH3:18])=[N:14][O:15][C:16]=3[CH3:17])[N:7]([CH2:19][CH2:20][CH2:21][C:22](OCC)=[O:23])[C:6]=2[C:5]([CH:27]([CH2:30][CH3:31])[CH2:28][CH3:29])=[CH:4][CH:3]=1.[BH4-].[Li+].O, predict the reaction product. The product is: [Cl:1][C:2]1[C:10]2[N:9]=[C:8]([NH:11][C:12]3[C:13]([CH3:18])=[N:14][O:15][C:16]=3[CH3:17])[N:7]([CH2:19][CH2:20][CH2:21][CH2:22][OH:23])[C:6]=2[C:5]([CH:27]([CH2:30][CH3:31])[CH2:28][CH3:29])=[CH:4][CH:3]=1. (2) Given the reactants [CH2:1]([N:8]1[CH2:15][CH:14]([N+:16]([O-])=O)[C:10]2([CH2:13][O:12][CH2:11]2)[CH2:9]1)[C:2]1[CH:7]=[CH:6][CH:5]=[CH:4][CH:3]=1.[Cl-].[NH4+].CO, predict the reaction product. The product is: [CH2:1]([N:8]1[CH2:15][CH:14]([NH2:16])[C:10]2([CH2:13][O:12][CH2:11]2)[CH2:9]1)[C:2]1[CH:3]=[CH:4][CH:5]=[CH:6][CH:7]=1. (3) Given the reactants [Cl:1][C:2]1[C:10]([S:11][CH3:12])=[CH:9][C:8]([CH3:13])=[CH:7][C:3]=1[C:4](O)=[O:5].[NH2:14][C:15]1[N:19]([CH3:20])[N:18]=[N:17][N:16]=1.C(Cl)(=O)C(Cl)=O, predict the reaction product. The product is: [Cl:1][C:2]1[C:10]([S:11][CH3:12])=[CH:9][C:8]([CH3:13])=[CH:7][C:3]=1[C:4]([NH:14][C:15]1[N:19]([CH3:20])[N:18]=[N:17][N:16]=1)=[O:5]. (4) The product is: [Cl:12][C:5]1[CH:4]=[CH:3][C:2]([NH:1][C:21](=[O:22])[CH2:20][C:17]2[CH:18]=[CH:19][C:14]([OH:13])=[C:15]([CH3:24])[CH:16]=2)=[CH:7][C:6]=1[C:8]([F:9])([F:10])[F:11]. Given the reactants [NH2:1][C:2]1[CH:3]=[CH:4][C:5]([Cl:12])=[C:6]([C:8]([F:11])([F:10])[F:9])[CH:7]=1.[OH:13][C:14]1[CH:19]=[CH:18][C:17]([CH2:20][C:21](O)=[O:22])=[CH:16][C:15]=1[CH3:24].C1C=CC2N(O)N=NC=2C=1.CCN=C=NCCCN(C)C.CN1CCOCC1, predict the reaction product. (5) Given the reactants Br[C:2]1[CH:7]=[CH:6][N:5]=[C:4]2[NH:8][C:9]([C:11]3[CH2:16][CH2:15][N:14]([C:17]([O:19][C:20]([CH3:23])([CH3:22])[CH3:21])=[O:18])[CH2:13][CH:12]=3)=[CH:10][C:3]=12.[CH3:24][NH:25][C:26]1[C:31](B2OC(C)(C)C(C)(C)O2)=[CH:30][CH:29]=[CH:28][N:27]=1.C1(P(C2CCCCC2)C2CCCCC2)CCCCC1.C(=O)([O-])[O-].[Cs+].[Cs+], predict the reaction product. The product is: [CH3:24][NH:25][C:26]1[C:31]([C:2]2[CH:7]=[CH:6][N:5]=[C:4]3[NH:8][C:9]([C:11]4[CH2:16][CH2:15][N:14]([C:17]([O:19][C:20]([CH3:23])([CH3:22])[CH3:21])=[O:18])[CH2:13][CH:12]=4)=[CH:10][C:3]=23)=[CH:30][CH:29]=[CH:28][N:27]=1. (6) The product is: [Cl:22][C:19]1[CH:20]=[CH:21][C:16]([C:2]#[C:1][C:3]2[C:4]([C:9]3[CH:14]=[CH:13][CH:12]=[CH:11][CH:10]=3)=[N:5][O:6][C:7]=2[CH3:8])=[N:17][CH:18]=1. Given the reactants [C:1]([C:3]1[C:4]([C:9]2[CH:14]=[CH:13][CH:12]=[CH:11][CH:10]=2)=[N:5][O:6][C:7]=1[CH3:8])#[CH:2].Br[C:16]1[CH:21]=[CH:20][C:19]([Cl:22])=[CH:18][N:17]=1, predict the reaction product. (7) Given the reactants [C:1]1([C:14]2[CH:19]=[CH:18][CH:17]=[CH:16][CH:15]=2)[CH:6]=[CH:5][C:4]([CH2:7][C@H:8]2[NH:12][C:11](=[O:13])[CH2:10][CH2:9]2)=[CH:3][CH:2]=1.C([Li])CCC.[C:25](Cl)(=[O:30])[C:26]([CH3:29])([CH3:28])[CH3:27], predict the reaction product. The product is: [C:1]1([C:14]2[CH:15]=[CH:16][CH:17]=[CH:18][CH:19]=2)[CH:2]=[CH:3][C:4]([CH2:7][C@H:8]2[N:12]([C:25](=[O:30])[C:26]([CH3:29])([CH3:28])[CH3:27])[C:11](=[O:13])[CH2:10][CH2:9]2)=[CH:5][CH:6]=1.